Dataset: Full USPTO retrosynthesis dataset with 1.9M reactions from patents (1976-2016). Task: Predict the reactants needed to synthesize the given product. (1) Given the product [F:9][C:5]([F:10])([S:6]([OH:27])(=[O:8])=[O:7])[C:4]([F:11])([F:12])[C:3]([F:13])([F:14])[C:2]([F:1])([F:18])[S:15]([OH:17])(=[O:16])=[O:23], predict the reactants needed to synthesize it. The reactants are: [F:1][C:2]([F:18])([S:15]([O-:17])=[O:16])[C:3]([F:14])([F:13])[C:4]([F:12])([F:11])[C:5]([F:10])([F:9])[S:6]([O-:8])=[O:7].[Na+].[Na+].OO.[OH-:23].[Na+].C(O)(=[O:27])C. (2) Given the product [CH3:11][N:8]1[C:7](=[O:9])[CH:6]=[CH:5][N:4]=[C:3]1[S:2][CH3:1], predict the reactants needed to synthesize it. The reactants are: [CH3:1][S:2][C:3]1[NH:8][C:7](=[O:9])[CH:6]=[CH:5][N:4]=1.[Li+].[CH3:11][Si]([N-][Si](C)(C)C)(C)C.CI.O. (3) Given the product [O:2]=[C:3]1[CH:4]([CH:15]2[CH2:20][CH2:19][N:18]([C:21]([O:23][C:24]([CH3:27])([CH3:26])[CH3:25])=[O:22])[CH2:17][CH2:16]2)[CH2:5][C:6]2[C:7](=[CH:8][CH:9]=[CH:10][CH:11]=2)[NH:12]1, predict the reactants needed to synthesize it. The reactants are: C[O:2][C:3](=O)[CH:4]([CH:15]1[CH2:20][CH2:19][N:18]([C:21]([O:23][C:24]([CH3:27])([CH3:26])[CH3:25])=[O:22])[CH2:17][CH2:16]1)[CH2:5][C:6]1[CH:11]=[CH:10][CH:9]=[CH:8][C:7]=1[N+:12]([O-])=O.C(O)(=O)C.[H][H]. (4) Given the product [CH:1]([NH:3][C:4]1[CH:5]=[C:6]([CH:11]([OH:39])[CH2:12][NH:13][CH2:14][CH2:15][O:16][C:17]2[CH:22]=[CH:21][C:20]([C:23]3[CH:24]=[CH:25][C:26]([C:29]([OH:31])=[O:30])=[CH:27][CH:28]=3)=[CH:19][CH:18]=2)[CH:7]=[CH:8][C:9]=1[OH:10])=[O:2], predict the reactants needed to synthesize it. The reactants are: [CH:1]([NH:3][C:4]1[CH:5]=[C:6]([CH:11]([OH:39])[CH2:12][NH:13][CH2:14][CH2:15][O:16][C:17]2[CH:22]=[CH:21][C:20]([C:23]3[CH:28]=[CH:27][C:26]([C:29]([O:31]CC4C=CC=CC=4)=[O:30])=[CH:25][CH:24]=3)=[CH:19][CH:18]=2)[CH:7]=[CH:8][C:9]=1[OH:10])=[O:2]. (5) Given the product [CH2:1]([N:8]1[C:16]2[C:11](=[CH:12][CH:13]=[CH:14][CH:15]=2)[C:10]([C:17](=[N:18][NH:19][C:20]2[S:22][CH:24]=[C:25]([C:27]3[CH:32]=[CH:31][C:30]([F:33])=[CH:29][CH:28]=3)[N:21]=2)[CH3:34])=[CH:9]1)[C:2]1[CH:3]=[CH:4][CH:5]=[CH:6][CH:7]=1, predict the reactants needed to synthesize it. The reactants are: [CH2:1]([N:8]1[C:16]2[C:11](=[CH:12][CH:13]=[CH:14][CH:15]=2)[C:10]([CH:17]=[N:18][NH:19][C:20](=[S:22])[NH2:21])=[CH:9]1)[C:2]1[CH:7]=[CH:6][CH:5]=[CH:4][CH:3]=1.Br[CH2:24][C:25]([C:27]1[CH:32]=[CH:31][C:30]([F:33])=[CH:29][CH:28]=1)=O.[CH2:34]1COCC1. (6) Given the product [ClH:1].[F:2][C:3]1[CH:4]=[C:5]([S:9]([C:12]2[CH:13]=[N:14][C:15]3[C:20]([CH:21]=2)=[CH:19][CH:18]=[CH:17][C:16]=3[N:22]2[CH2:23][CH2:24][NH:25][CH2:26][CH2:27]2)(=[O:11])=[O:10])[CH:6]=[CH:7][CH:8]=1, predict the reactants needed to synthesize it. The reactants are: [ClH:1].[F:2][C:3]1[CH:4]=[C:5]([S:9]([C:12]2[CH:13]=[N:14][C:15]3[C:20]([CH:21]=2)=[CH:19][CH:18]=[CH:17][C:16]=3[N:22]2[CH2:27][CH2:26][N:25](C(OC(C)(C)C)=O)[CH2:24][CH2:23]2)(=[O:11])=[O:10])[CH:6]=[CH:7][CH:8]=1.